This data is from Forward reaction prediction with 1.9M reactions from USPTO patents (1976-2016). The task is: Predict the product of the given reaction. (1) Given the reactants C[C@H](OC1N=C2C(N=C(OC)N2CCCCNC2CCOCC2)=C(N)N=1)CCC.Cl[CH2:31][CH2:32][CH2:33][CH2:34][CH2:35][N:36]1[C:44]([O:45][CH3:46])=[N:43][C:42]2[C:37]1=[N:38][C:39]([O:48][C@@H:49]([CH3:53])[CH2:50][CH2:51][CH3:52])=[N:40][C:41]=2[NH2:47].[O:54]1[CH2:59][CH2:58][CH:57]([CH2:60][NH2:61])[CH2:56][CH2:55]1, predict the reaction product. The product is: [CH3:53][C@H:49]([O:48][C:39]1[N:38]=[C:37]2[C:42]([N:43]=[C:44]([O:45][CH3:46])[N:36]2[CH2:35][CH2:34][CH2:33][CH2:32][CH2:31][NH:61][CH2:60][CH:57]2[CH2:58][CH2:59][O:54][CH2:55][CH2:56]2)=[C:41]([NH2:47])[N:40]=1)[CH2:50][CH2:51][CH3:52]. (2) Given the reactants FC1C=CC=CC=1C(Cl)=O.[Cl:11][C:12]1[CH:13]=[C:14]([CH:16]=[CH:17][C:18]=1[O:19][C:20]1[C:29]2[C:24](=[CH:25][C:26]([O:32][CH3:33])=[C:27]([O:30][CH3:31])[CH:28]=2)[N:23]=[CH:22][CH:21]=1)[NH2:15].[F:34][C:35]1[CH:40]=[CH:39][CH:38]=[CH:37][C:36]=1[C:41]([N:43]=[C:44]=[S:45])=[O:42], predict the reaction product. The product is: [F:34][C:35]1[CH:40]=[CH:39][CH:38]=[CH:37][C:36]=1[C:41]([N:43]=[C:44]=[S:45])=[O:42].[Cl:11][C:12]1[CH:13]=[C:14]([NH:15][C:44]([NH:43][C:41](=[O:42])[C:36]2[CH:37]=[CH:38][CH:39]=[CH:40][C:35]=2[F:34])=[S:45])[CH:16]=[CH:17][C:18]=1[O:19][C:20]1[C:29]2[C:24](=[CH:25][C:26]([O:32][CH3:33])=[C:27]([O:30][CH3:31])[CH:28]=2)[N:23]=[CH:22][CH:21]=1. (3) Given the reactants C(OC([NH:8][CH:9]([CH2:40][NH:41][C:42](=[O:60])[CH2:43][CH2:44][NH:45][C:46]([NH:48][CH:49]1[CH:54]([CH2:55][OH:56])[CH:53]([OH:57])[CH:52]([OH:58])[CH:51]([OH:59])[O:50]1)=[O:47])[C:10]([NH:12][CH2:13][C:14]([CH3:39])([CH3:38])[CH2:15][CH2:16][CH2:17][CH2:18][O:19][C:20]1[CH:25]=[C:24]([C:26]2[CH:31]=[CH:30][CH:29]=[CH:28][CH:27]=2)[CH:23]=[C:22]([C:32]2[CH:37]=[CH:36][CH:35]=[CH:34][CH:33]=2)[N:21]=1)=[O:11])=O)(C)(C)C.FC(F)(F)C(O)=O, predict the reaction product. The product is: [NH2:8][CH:9]([CH2:40][NH:41][C:42](=[O:60])[CH2:43][CH2:44][NH:45][C:46]([NH:48][CH:49]1[CH:54]([CH2:55][OH:56])[CH:53]([OH:57])[CH:52]([OH:58])[CH:51]([OH:59])[O:50]1)=[O:47])[C:10]([NH:12][CH2:13][C:14]([CH3:39])([CH3:38])[CH2:15][CH2:16][CH2:17][CH2:18][O:19][C:20]1[CH:25]=[C:24]([C:26]2[CH:27]=[CH:28][CH:29]=[CH:30][CH:31]=2)[CH:23]=[C:22]([C:32]2[CH:37]=[CH:36][CH:35]=[CH:34][CH:33]=2)[N:21]=1)=[O:11]. (4) Given the reactants Br[C:2]1[S:18][C:5]2[S:6][CH2:7][CH2:8][CH:9]([O:10][Si:11]([C:14]([CH3:17])([CH3:16])[CH3:15])([CH3:13])[CH3:12])[C:4]=2[CH:3]=1.C([Li])CCC.Cl[Sn:25]([CH2:34][CH2:35][CH2:36][CH3:37])([CH2:30][CH2:31][CH2:32][CH3:33])[CH2:26][CH2:27][CH2:28][CH3:29], predict the reaction product. The product is: [C:14]([Si:11]([CH3:13])([CH3:12])[O:10][CH:9]1[CH2:8][CH2:7][S:6][C:5]2[S:18][C:2]([Sn:25]([CH2:30][CH2:31][CH2:32][CH3:33])([CH2:34][CH2:35][CH2:36][CH3:37])[CH2:26][CH2:27][CH2:28][CH3:29])=[CH:3][C:4]1=2)([CH3:17])([CH3:16])[CH3:15]. (5) Given the reactants [Br:1][C:2]1[CH:7]=[CH:6][C:5]([C:8](=O)[C:9]([C:12]2C=C[N:15]=[C:14](F)[CH:13]=2)=[N:10][OH:11])=[CH:4][CH:3]=1.[CH:20]1([CH:25]=O)[CH2:24][CH2:23][CH2:22][CH2:21]1.[C:27]([O-:30])(=O)[CH3:28].[NH4+:31], predict the reaction product. The product is: [Br:1][C:2]1[CH:7]=[CH:6][C:5]([C:8]2[N:31]=[C:25]([CH:20]3[CH2:21][CH2:22][CH2:23][CH2:24]3)[N:10]([OH:11])[C:9]=2[C:12]2[CH:13]=[CH:14][NH:15][C:27](=[O:30])[CH:28]=2)=[CH:4][CH:3]=1. (6) Given the reactants [CH:1]([C:3]1[CH:4]=[C:5]([C:9]2[NH:10][C:11]3[CH:12]=[CH:13][CH:14]=[C:15]4[C:21](=[O:22])[NH:20][CH2:19][CH2:18][C:17]=2[C:16]=34)[CH:6]=[CH:7][CH:8]=1)=O.[CH3:23][NH:24][CH3:25].C([BH3-])#N.[Na+].Cl, predict the reaction product. The product is: [CH3:23][N:24]([CH2:1][C:3]1[CH:4]=[C:5]([C:9]2[NH:10][C:11]3[CH:12]=[CH:13][CH:14]=[C:15]4[C:21](=[O:22])[NH:20][CH2:19][CH2:18][C:17]=2[C:16]=34)[CH:6]=[CH:7][CH:8]=1)[CH3:25]. (7) Given the reactants [C:1]([S@:5](/[N:7]=[CH:8]/[C:9]1[CH:21]=[CH:20][C:12]([C:13]([O:15][C:16]([CH3:19])([CH3:18])[CH3:17])=[O:14])=[CH:11][CH:10]=1)=[O:6])([CH3:4])([CH3:3])[CH3:2].[F:22][C:23]([Si](C)(C)C)([F:25])[F:24], predict the reaction product. The product is: [C:1]([S@:5]([NH:7][C@@H:8]([C:9]1[CH:10]=[CH:11][C:12]([C:13]([O:15][C:16]([CH3:19])([CH3:18])[CH3:17])=[O:14])=[CH:20][CH:21]=1)[C:23]([F:25])([F:24])[F:22])=[O:6])([CH3:4])([CH3:2])[CH3:3]. (8) The product is: [CH2:27]([C@H:34]1[CH2:38][O:37][C:36](=[O:39])[N:35]1[C:8](=[O:10])/[CH:7]=[CH:6]/[C:5]1[CH:4]=[CH:3][C:2]([Cl:1])=[CH:12][CH:11]=1)[C:28]1[CH:29]=[CH:30][CH:31]=[CH:32][CH:33]=1. Given the reactants [Cl:1][C:2]1[CH:12]=[CH:11][C:5]([CH:6]=[CH:7][C:8]([OH:10])=O)=[CH:4][CH:3]=1.C(N(CC)CC)C.C(Cl)(=O)C(C)(C)C.[CH2:27]([C@H:34]1[CH2:38][O:37][C:36](=[O:39])[NH:35]1)[C:28]1[CH:33]=[CH:32][CH:31]=[CH:30][CH:29]=1.[Cl-].[Li+], predict the reaction product. (9) Given the reactants [Cl:1][C:2]1[CH:3]=[C:4]([CH:8]=[CH:9][C:10]=1[CH3:11])[C:5]([OH:7])=[O:6].[Br:12]N1C(=O)CCC1=O.C(OOC(=O)C1C=CC=CC=1)(=O)C1C=CC=CC=1, predict the reaction product. The product is: [Br:12][CH2:11][C:10]1[CH:9]=[CH:8][C:4]([C:5]([OH:7])=[O:6])=[CH:3][C:2]=1[Cl:1].